This data is from NCI-60 drug combinations with 297,098 pairs across 59 cell lines. The task is: Regression. Given two drug SMILES strings and cell line genomic features, predict the synergy score measuring deviation from expected non-interaction effect. (1) Drug 1: C1CCN(CC1)CCOC2=CC=C(C=C2)C(=O)C3=C(SC4=C3C=CC(=C4)O)C5=CC=C(C=C5)O. Drug 2: CCC1(CC2CC(C3=C(CCN(C2)C1)C4=CC=CC=C4N3)(C5=C(C=C6C(=C5)C78CCN9C7C(C=CC9)(C(C(C8N6C=O)(C(=O)OC)O)OC(=O)C)CC)OC)C(=O)OC)O.OS(=O)(=O)O. Cell line: IGROV1. Synergy scores: CSS=19.5, Synergy_ZIP=-6.06, Synergy_Bliss=1.99, Synergy_Loewe=-23.7, Synergy_HSA=-1.99. (2) Drug 1: CS(=O)(=O)C1=CC(=C(C=C1)C(=O)NC2=CC(=C(C=C2)Cl)C3=CC=CC=N3)Cl. Drug 2: CC12CCC3C(C1CCC2OP(=O)(O)O)CCC4=C3C=CC(=C4)OC(=O)N(CCCl)CCCl.[Na+]. Cell line: NCI/ADR-RES. Synergy scores: CSS=1.88, Synergy_ZIP=-0.592, Synergy_Bliss=-1.98, Synergy_Loewe=-6.71, Synergy_HSA=-2.64. (3) Synergy scores: CSS=-8.67, Synergy_ZIP=9.17, Synergy_Bliss=1.17, Synergy_Loewe=-8.09, Synergy_HSA=-7.19. Cell line: HOP-92. Drug 2: C1C(C(OC1N2C=NC3=C2NC=NCC3O)CO)O. Drug 1: COC1=NC(=NC2=C1N=CN2C3C(C(C(O3)CO)O)O)N. (4) Drug 1: C1=NC(=NC(=O)N1C2C(C(C(O2)CO)O)O)N. Drug 2: CS(=O)(=O)CCNCC1=CC=C(O1)C2=CC3=C(C=C2)N=CN=C3NC4=CC(=C(C=C4)OCC5=CC(=CC=C5)F)Cl. Cell line: EKVX. Synergy scores: CSS=10.9, Synergy_ZIP=-0.450, Synergy_Bliss=2.67, Synergy_Loewe=-1.29, Synergy_HSA=2.86. (5) Drug 1: CC1=C(C(CCC1)(C)C)C=CC(=CC=CC(=CC(=O)O)C)C. Drug 2: C1CN(P(=O)(OC1)NCCCl)CCCl. Cell line: HL-60(TB). Synergy scores: CSS=35.9, Synergy_ZIP=-3.87, Synergy_Bliss=-1.32, Synergy_Loewe=-40.5, Synergy_HSA=-2.05.